This data is from Full USPTO retrosynthesis dataset with 1.9M reactions from patents (1976-2016). The task is: Predict the reactants needed to synthesize the given product. (1) Given the product [Cl:8][C:9]1[C:18]([N+:19]([O-:21])=[O:20])=[C:17]([NH:22][CH2:23][CH2:24][NH:25][C:26](=[O:32])[O:27][C:28]([CH3:31])([CH3:30])[CH3:29])[C:16]2[C:11](=[CH:12][CH:13]=[CH:14][CH:15]=2)[N:10]=1, predict the reactants needed to synthesize it. The reactants are: C(N(CC)CC)C.[Cl:8][C:9]1[C:18]([N+:19]([O-:21])=[O:20])=[C:17]([NH:22][CH2:23][CH2:24][NH2:25])[C:16]2[C:11](=[CH:12][CH:13]=[CH:14][CH:15]=2)[N:10]=1.[C:26](=O)([O:32]C(C)(C)C)[O:27][C:28]([CH3:31])([CH3:30])[CH3:29]. (2) Given the product [CH3:1][O:2][C:3](=[O:24])[CH2:4][CH2:5][CH2:6][CH2:7][CH2:8][O:9][C:10]1[CH:15]=[CH:14][C:13]2[N:16]=[C:25]([O:26][CH3:27])[N:17]([C:18]3[CH:19]=[CH:20][CH:21]=[CH:22][CH:23]=3)[C:12]=2[CH:11]=1, predict the reactants needed to synthesize it. The reactants are: [CH3:1][O:2][C:3](=[O:24])[CH2:4][CH2:5][CH2:6][CH2:7][CH2:8][O:9][C:10]1[CH:15]=[CH:14][C:13]([NH2:16])=[C:12]([NH:17][C:18]2[CH:23]=[CH:22][CH:21]=[CH:20][CH:19]=2)[CH:11]=1.[CH3:25][O:26][C:27](OC)(OC)OC.[OH-].[Na+]. (3) Given the product [F:35][C:30]1[CH:29]=[C:28]([C:4]2[CH:5]=[CH:6][C:7]([C:8]([NH:10][C@H:11]([C:18]([O:20][CH2:21][C:22]3[CH:27]=[CH:26][CH:25]=[CH:24][CH:23]=3)=[O:19])[CH2:12][C:13]([O:15][CH2:16][CH3:17])=[O:14])=[O:9])=[C:2]([NH:1][C:37]([NH:36][C:39]3[C:40]([CH3:47])=[CH:41][C:42]([CH3:46])=[CH:43][C:44]=3[CH3:45])=[O:38])[CH:3]=2)[CH:33]=[CH:32][C:31]=1[F:34], predict the reactants needed to synthesize it. The reactants are: [NH2:1][C:2]1[CH:3]=[C:4]([C:28]2[CH:33]=[CH:32][C:31]([F:34])=[C:30]([F:35])[CH:29]=2)[CH:5]=[CH:6][C:7]=1[C:8]([NH:10][C@H:11]([C:18]([O:20][CH2:21][C:22]1[CH:27]=[CH:26][CH:25]=[CH:24][CH:23]=1)=[O:19])[CH2:12][C:13]([O:15][CH2:16][CH3:17])=[O:14])=[O:9].[N:36]([C:39]1[C:44]([CH3:45])=[CH:43][C:42]([CH3:46])=[CH:41][C:40]=1[CH3:47])=[C:37]=[O:38]. (4) Given the product [Br:34][C:12]1[C:8]([C:5]2[CH:6]=[CH:7][C:2]([F:1])=[CH:3][CH:4]=2)=[N:9][N:10]([CH3:26])[C:11]=1[CH:13]1[CH2:18][CH2:17][N:16]([C:19]([O:21][C:22]([CH3:23])([CH3:25])[CH3:24])=[O:20])[CH2:15][CH2:14]1, predict the reactants needed to synthesize it. The reactants are: [F:1][C:2]1[CH:7]=[CH:6][C:5]([C:8]2[CH:12]=[C:11]([CH:13]3[CH2:18][CH2:17][N:16]([C:19]([O:21][C:22]([CH3:25])([CH3:24])[CH3:23])=[O:20])[CH2:15][CH2:14]3)[N:10]([CH3:26])[N:9]=2)=[CH:4][CH:3]=1.C1C(=O)N([Br:34])C(=O)C1. (5) The reactants are: [C:1]1([CH2:7][CH2:8][CH2:9][O:10][CH2:11][C:12]2[O:16][N:15]=[C:14]([C:17]([OH:19])=O)[CH:13]=2)[CH:6]=[CH:5][CH:4]=[CH:3][CH:2]=1.C(N(CC)CC)C.Cl.C(N=C=NCCCN(C)C)C.ON1C2C=CC=CC=2N=N1.[O:49]1[CH2:54][CH2:53][CH:52]([CH2:55][NH2:56])[CH2:51][CH2:50]1. Given the product [O:49]1[CH2:54][CH2:53][CH:52]([CH2:55][NH:56][C:17]([C:14]2[CH:13]=[C:12]([CH2:11][O:10][CH2:9][CH2:8][CH2:7][C:1]3[CH:2]=[CH:3][CH:4]=[CH:5][CH:6]=3)[O:16][N:15]=2)=[O:19])[CH2:51][CH2:50]1, predict the reactants needed to synthesize it. (6) Given the product [Br:12][C:10]1[CH:11]=[C:2]([NH:1][CH:15]([CH3:17])[CH3:14])[C:3]([CH3:13])=[C:4]([CH:9]=1)[C:5]([O:7][CH3:8])=[O:6], predict the reactants needed to synthesize it. The reactants are: [NH2:1][C:2]1[C:3]([CH3:13])=[C:4]([CH:9]=[C:10]([Br:12])[CH:11]=1)[C:5]([O:7][CH3:8])=[O:6].[CH3:14][C:15]([CH3:17])=O.C(O)(=O)C.[BH3-]C#N.[Na+].